From a dataset of Catalyst prediction with 721,799 reactions and 888 catalyst types from USPTO. Predict which catalyst facilitates the given reaction. (1) Reactant: [C:1]([O:5][C:6]([N:8]1[CH2:13][CH2:12][N:11]([C:14](C2C=CC3N(CN(C)C)C=NC=3C=2)=[O:15])[CH2:10][CH2:9]1)=[O:7])([CH3:4])([CH3:3])[CH3:2].C[O:30][C:31](=O)[C:32]1[CH:37]=[CH:36][C:35]([C:38]#[N:39])=[C:34]([C:40]2[C:49]3[C:44](=[CH:45][CH:46]=[CH:47][CH:48]=3)[CH:43]=[N:42][C:41]=2[CH3:50])[CH:33]=1.[Li+].C[CH:54]([N-:56][CH:57]([CH3:59])[CH3:58])C.C([NH:63]C(C)C)(C)C.[CH2:67]([Li])[CH2:68][CH2:69]C. Product: [C:1]([O:5][C:6]([N:8]1[CH2:9][CH2:10][N:11]([C:14]([C:68]2[CH:69]=[CH:59][C:57]3[NH:56][C:54]([C:31](=[O:30])[C:32]4[CH:37]=[CH:36][C:35]([C:38]#[N:39])=[C:34]([C:40]5[C:49]6[C:44](=[CH:45][CH:46]=[CH:47][CH:48]=6)[CH:43]=[N:42][C:41]=5[CH3:50])[CH:33]=4)=[N:63][C:58]=3[CH:67]=2)=[O:15])[CH2:12][CH2:13]1)=[O:7])([CH3:2])([CH3:3])[CH3:4]. The catalyst class is: 1. (2) Reactant: Br[C:2]([C:16]1[CH:21]=[CH:20][CH:19]=[C:18]([O:22][C:23]2[CH:28]=[CH:27][C:26]([C:29]([F:32])([F:31])[F:30])=[CH:25][N:24]=2)[CH:17]=1)=[C:3]1[CH2:8][CH2:7][N:6]([C:9]([O:11][C:12]([CH3:15])([CH3:14])[CH3:13])=[O:10])[CH2:5][CH2:4]1.[C:33]1(B(O)O)[CH:38]=[CH:37][CH:36]=[CH:35][CH:34]=1.C([O-])([O-])=O.[Na+].[Na+]. Product: [C:33]1([C:2]([C:16]2[CH:21]=[CH:20][CH:19]=[C:18]([O:22][C:23]3[CH:28]=[CH:27][C:26]([C:29]([F:31])([F:32])[F:30])=[CH:25][N:24]=3)[CH:17]=2)=[C:3]2[CH2:4][CH2:5][N:6]([C:9]([O:11][C:12]([CH3:15])([CH3:13])[CH3:14])=[O:10])[CH2:7][CH2:8]2)[CH:38]=[CH:37][CH:36]=[CH:35][CH:34]=1. The catalyst class is: 234. (3) Reactant: N1C=CC=CC=1.[CH3:7][CH:8]([CH3:31])[CH:9]([NH:14][C:15]([C:17]1[S:18][C:19]([C:22]2[CH:27]=[CH:26][C:25]([N+:28]([O-])=O)=[CH:24][CH:23]=2)=[CH:20][N:21]=1)=[O:16])[C:10]([O:12][CH3:13])=[O:11].[C:32]([C:36]1[CH:44]=[CH:43][C:39]([C:40](Cl)=[O:41])=[CH:38][CH:37]=1)([CH3:35])([CH3:34])[CH3:33]. Product: [C:32]([C:36]1[CH:37]=[CH:38][C:39]([C:40]([NH:28][C:25]2[CH:26]=[CH:27][C:22]([C:19]3[S:18][C:17]([C:15]([NH:14][CH:9]([CH:8]([CH3:31])[CH3:7])[C:10]([O:12][CH3:13])=[O:11])=[O:16])=[N:21][CH:20]=3)=[CH:23][CH:24]=2)=[O:41])=[CH:43][CH:44]=1)([CH3:35])([CH3:33])[CH3:34]. The catalyst class is: 2. (4) Reactant: COC1C=CC([C:9]2[CH:10]=[N:11][C:12]([NH:15][C:16]3[CH:17]=[C:18](NC(N4CCN(C)CC4)=O)[CH:19]=[CH:20][CH:21]=3)=[N:13][CH:14]=2)=CC=1.[CH3:32][O:33][C:34]1[CH:39]=[CH:38][C:37](C2C=NC(NC3C=CC=C(N)C=3)=NC=2)=[CH:36][CH:35]=1.C([N:57](C(C)C)CC)(C)C.ClC(Cl)(O[C:67](=[O:73])OC(Cl)(Cl)Cl)Cl.[CH3:75][N:76]1[CH2:81][CH2:80][NH:79][CH2:78][CH2:77]1. Product: [CH3:32][O:33][C:34]1[CH:35]=[CH:36][C:37]([C:19]2[CH:18]=[CH:17][C:16]([NH:15][C:12]3[N:13]=[CH:14][CH:9]=[CH:10][N:11]=3)=[C:21]([CH:81]3[N:76]([CH3:75])[CH2:77][CH2:78][N:79]([C:67]([NH2:57])=[O:73])[CH2:80]3)[CH:20]=2)=[CH:38][CH:39]=1. The catalyst class is: 1.